This data is from Full USPTO retrosynthesis dataset with 1.9M reactions from patents (1976-2016). The task is: Predict the reactants needed to synthesize the given product. (1) Given the product [CH3:14][C:11]1[N:10]=[C:9]([C:15]#[N:16])[C:8]([C:19]2[CH:24]=[CH:23][CH:22]=[CH:21][N:20]=2)=[CH:13][CH:12]=1, predict the reactants needed to synthesize it. The reactants are: CC1(C)COB([C:8]2[C:9]([C:15]#[N:16])=[N:10][C:11]([CH3:14])=[CH:12][CH:13]=2)OC1.Br[C:19]1[CH:24]=[CH:23][CH:22]=[CH:21][N:20]=1.[F-].[Cs+]. (2) Given the product [CH3:28][O:29][N:30]=[C:6]1[C:5]2[C:10](=[CH:11][C:2]([CH3:1])=[CH:3][CH:4]=2)[O:9][C@@H:8]([C:12]2[CH:13]=[C:14]([CH:19]=[CH:20][CH:21]=2)[C:15]([O:17][CH3:18])=[O:16])[CH2:7]1, predict the reactants needed to synthesize it. The reactants are: [CH3:1][C:2]1[CH:11]=[C:10]2[C:5]([C:6](=O)[CH2:7][C@H:8]([C:12]3[CH:13]=[C:14]([CH:19]=[CH:20][CH:21]=3)[C:15]([O:17][CH3:18])=[O:16])[O:9]2)=[CH:4][CH:3]=1.C([O-])(=O)C.[Na+].[CH3:28][O:29][NH2:30].Cl. (3) Given the product [CH2:14]([N:3]1[CH:4]=[C:5]([CH:8]=[O:11])[N:1]=[CH:2]1)[C:15]1[CH:20]=[CH:19][CH:18]=[CH:17][CH:16]=1, predict the reactants needed to synthesize it. The reactants are: [NH:1]1[CH:5]=[CH:4][N:3]=[C:2]1C=O.[C:8](=[O:11])([O-])[O-].[Na+].[Na+].[CH2:14](Br)[C:15]1[CH:20]=[CH:19][CH:18]=[CH:17][CH:16]=1.